From a dataset of Full USPTO retrosynthesis dataset with 1.9M reactions from patents (1976-2016). Predict the reactants needed to synthesize the given product. (1) Given the product [CH3:1][C:2]1[C:3]([CH:17]([OH:19])[CH3:18])=[CH:4][C:5]2[C:6]([CH3:16])([CH3:15])[CH2:7][CH:8]([CH3:14])[C:9]([CH3:12])([CH3:13])[C:10]=2[CH:11]=1, predict the reactants needed to synthesize it. The reactants are: [CH3:1][C:2]1[C:3]([C:17](=[O:19])[CH3:18])=[CH:4][C:5]2[C:6]([CH3:16])([CH3:15])[CH2:7][CH:8]([CH3:14])[C:9]([CH3:13])([CH3:12])[C:10]=2[CH:11]=1.[H-].[H-].[H-].[H-].[Li+].[Al+3].O. (2) Given the product [ClH:1].[Cl:1][C:2]1[C:7]2[O:8][C:9]3[CH2:14][CH2:13][NH:12][CH2:11][C:10]=3[C:6]=2[CH:5]=[C:4]([S:22]([C:25]2[CH:30]=[CH:29][CH:28]=[C:27]([C:31]([F:33])([F:32])[F:34])[CH:26]=2)(=[O:23])=[O:24])[CH:3]=1, predict the reactants needed to synthesize it. The reactants are: [Cl:1][C:2]1[C:7]2[O:8][C:9]3[CH2:14][CH2:13][N:12](C(OC(C)(C)C)=O)[CH2:11][C:10]=3[C:6]=2[CH:5]=[C:4]([S:22]([C:25]2[CH:30]=[CH:29][CH:28]=[C:27]([C:31]([F:34])([F:33])[F:32])[CH:26]=2)(=[O:24])=[O:23])[CH:3]=1.FC(F)(F)C(O)=O. (3) Given the product [NH2:13][C:14]1[C:15]([C:16](=[O:17])[NH2:18])=[CH:19][CH:20]=[CH:21][C:22]=1[NH:23][C:16](=[O:17])[C:15]1[CH:14]=[CH:22][C:24]([C:11]2[O:2][CH:1]=[N:8][CH:12]=2)=[N:25][CH:28]=1, predict the reactants needed to synthesize it. The reactants are: [C:1]([N:8]1[CH:12]=[CH:11]N=C1)(N1C=CN=C1)=[O:2].[NH2:13][C:14]1[C:22]([NH2:23])=[CH:21][CH:20]=[CH:19][C:15]=1[C:16]([NH2:18])=[O:17].[CH3:24][N:25]([CH3:28])C=O. (4) Given the product [C:28]([O:32][C:33](=[O:47])[NH:34][CH2:35][CH2:36][CH2:37][O:38][C:39]1[CH:44]=[CH:43][C:42]([Cl:45])=[CH:41][C:40]=1[NH:46][C:17]([NH:18][C:19]1[CH:24]=[CH:23][C:22]([C:25]#[N:26])=[CH:21][N:20]=1)=[O:27])([CH3:31])([CH3:29])[CH3:30], predict the reactants needed to synthesize it. The reactants are: C(N(C(C)C)CC)(C)C.C1(O[C:17](=[O:27])[NH:18][C:19]2[CH:24]=[CH:23][C:22]([C:25]#[N:26])=[CH:21][N:20]=2)C=CC=CC=1.[C:28]([O:32][C:33](=[O:47])[NH:34][CH2:35][CH2:36][CH2:37][O:38][C:39]1[CH:44]=[CH:43][C:42]([Cl:45])=[CH:41][C:40]=1[NH2:46])([CH3:31])([CH3:30])[CH3:29].CO.